Dataset: Catalyst prediction with 721,799 reactions and 888 catalyst types from USPTO. Task: Predict which catalyst facilitates the given reaction. (1) Reactant: Br[C:2]1[CH:7]=[CH:6][C:5]([C:8]23[CH:13]([CH2:14][O:15][CH3:16])[CH:12]2[CH2:11][N:10]([C:17]([O:19][C:20]([CH3:23])([CH3:22])[CH3:21])=[O:18])[CH2:9]3)=[CH:4][CH:3]=1.[NH:24]1[CH2:28][CH2:27][CH2:26][C:25]1=[O:29].C(=O)([O-])[O-].[K+].[K+]. Product: [CH3:16][O:15][CH2:14][CH:13]1[C:8]2([C:5]3[CH:6]=[CH:7][C:2]([N:24]4[CH2:28][CH2:27][CH2:26][C:25]4=[O:29])=[CH:3][CH:4]=3)[CH:12]1[CH2:11][N:10]([C:17]([O:19][C:20]([CH3:23])([CH3:22])[CH3:21])=[O:18])[CH2:9]2. The catalyst class is: 185. (2) Reactant: [Cl:1][C:2]1[CH:3]=[C:4]([NH:15][C:16]2[C:25]3[C:20](=[CH:21][C:22](F)=[C:23]([O:26][CH3:27])[CH:24]=3)[N:19]=[CH:18][C:17]=2[C:29]#[N:30])[CH:5]=[CH:6][C:7]=1[S:8][C:9]1[N:10]([CH3:14])[CH:11]=[CH:12][N:13]=1.[N:31]1([CH2:36][CH2:37][N:38]2[CH2:43][CH2:42][NH:41][CH2:40][CH2:39]2)[CH:35]=[CH:34][N:33]=[CH:32]1. Product: [Cl:1][C:2]1[CH:3]=[C:4]([NH:15][C:16]2[C:25]3[C:20](=[CH:21][C:22]([N:41]4[CH2:42][CH2:43][N:38]([CH2:37][CH2:36][N:31]5[CH:35]=[CH:34][N:33]=[CH:32]5)[CH2:39][CH2:40]4)=[C:23]([O:26][CH3:27])[CH:24]=3)[N:19]=[CH:18][C:17]=2[C:29]#[N:30])[CH:5]=[CH:6][C:7]=1[S:8][C:9]1[N:10]([CH3:14])[CH:11]=[CH:12][N:13]=1. The catalyst class is: 60. (3) Reactant: C[O:2][C:3]1[CH:4]=[C:5]2[C:10](=[CH:11][CH:12]=1)[C:9](=[O:13])[C:8]([CH2:19][C:20]([O:22]CC)=[O:21])([CH2:14][C:15]([F:18])([F:17])[F:16])[CH2:7][CH2:6]2. Product: [OH:2][C:3]1[CH:4]=[C:5]2[C:10](=[CH:11][CH:12]=1)[C:9](=[O:13])[C:8]([CH2:19][C:20]([OH:22])=[O:21])([CH2:14][C:15]([F:16])([F:17])[F:18])[CH2:7][CH2:6]2. The catalyst class is: 201. (4) Reactant: [Br:1][C:2]1[CH:3]=[C:4]([N+:14]([O-])=O)[C:5]([NH:10][CH:11]([CH3:13])[CH3:12])=[N:6][C:7]=1[CH2:8][CH3:9].Cl.O. Product: [Br:1][C:2]1[CH:3]=[C:4]([NH2:14])[C:5]([NH:10][CH:11]([CH3:13])[CH3:12])=[N:6][C:7]=1[CH2:8][CH3:9]. The catalyst class is: 14. (5) Reactant: [OH:1][CH2:2][C@H:3]1[CH2:7][CH2:6][C@H:5]([OH:8])[CH2:4]1.N1C=CN=C1.[Si:14](Cl)([C:17]([CH3:20])([CH3:19])[CH3:18])([CH3:16])[CH3:15]. Product: [Si:14]([O:1][CH2:2][C@H:3]1[CH2:7][CH2:6][C@H:5]([OH:8])[CH2:4]1)([C:17]([CH3:20])([CH3:19])[CH3:18])([CH3:16])[CH3:15]. The catalyst class is: 3. (6) Reactant: [C:1]1([C:7]2[CH:11]=[C:10]([OH:12])[NH:9][N:8]=2)[CH:6]=[CH:5][CH:4]=[CH:3][CH:2]=1.Br[CH2:14][CH2:15][CH2:16]Cl.C(=O)([O-])[O-].[K+].[K+]. Product: [C:1]1([C:7]2[CH:11]=[C:10]3[O:12][CH2:14][CH2:15][CH2:16][N:9]3[N:8]=2)[CH:2]=[CH:3][CH:4]=[CH:5][CH:6]=1. The catalyst class is: 10. (7) Reactant: [CH2:1]1COCC1.[CH3:6][C:7]1[N:12]=[C:11]([NH:13][C:14]2[N:18]([CH3:19])[N:17]=[C:16]([C:20]([F:26])([F:25])[C:21]([F:24])([F:23])[F:22])[C:15]=2[C:27]([F:30])([F:29])[F:28])[CH:10]=[CH:9][C:8]=1[N+:31]([O-:33])=[O:32].[H-].[Na+].CI. Product: [CH3:1][N:13]([C:14]1[N:18]([CH3:19])[N:17]=[C:16]([C:20]([F:25])([F:26])[C:21]([F:22])([F:23])[F:24])[C:15]=1[C:27]([F:30])([F:28])[F:29])[C:11]1[CH:10]=[CH:9][C:8]([N+:31]([O-:33])=[O:32])=[C:7]([CH3:6])[N:12]=1. The catalyst class is: 6. (8) Reactant: [Br:1][C:2]1[CH:7]=[N+:6]([O-])[CH:5]=[C:4]2[S:9][C:10]([C:12]([O:14][CH3:15])=[O:13])=[CH:11][C:3]=12.O=P(Cl)(Cl)[Cl:18]. The catalyst class is: 22. Product: [Br:1][C:2]1[CH:7]=[N:6][C:5]([Cl:18])=[C:4]2[S:9][C:10]([C:12]([O:14][CH3:15])=[O:13])=[CH:11][C:3]=12. (9) Reactant: [O:1]1[C:5]2[CH:6]=[CH:7][CH:8]=[CH:9][C:4]=2[C:3]([S:10]([NH2:13])(=[O:12])=[O:11])=[CH:2]1.C(N(CC)CC)C.Cl[C:22](OC1C=CC=CC=1)=[O:23].[NH2:31][C:32]1[N:37]=[C:36]([NH:38][C:39]([NH:41][CH3:42])=[O:40])[CH:35]=[C:34]([S:43][CH3:44])[CH:33]=1. Product: [CH3:42][NH:41][C:39]([NH:38][C:36]1[N:37]=[C:32]([NH:31][C:22]([NH:13][S:10]([C:3]2[C:4]3[CH:9]=[CH:8][CH:7]=[CH:6][C:5]=3[O:1][CH:2]=2)(=[O:12])=[O:11])=[O:23])[CH:33]=[C:34]([S:43][CH3:44])[CH:35]=1)=[O:40]. The catalyst class is: 10. (10) Reactant: [CH:1]1([NH:6][C:7]2[C:12]([CH2:13][NH:14][C:15]3[C:20]([F:21])=[CH:19][CH:18]=[C:17]([O:22][CH2:23][CH3:24])[C:16]=3[F:25])=[CH:11][N:10]=[C:9]([S:26][CH3:27])[N:8]=2)[CH2:5][CH2:4][CH2:3][CH2:2]1.[H-].[Na+].C1N=CN([C:35](N2C=NC=C2)=[O:36])C=1. Product: [CH:1]1([N:6]2[C:7]3=[N:8][C:9]([S:26][CH3:27])=[N:10][CH:11]=[C:12]3[CH2:13][N:14]([C:15]3[C:20]([F:21])=[CH:19][CH:18]=[C:17]([O:22][CH2:23][CH3:24])[C:16]=3[F:25])[C:35]2=[O:36])[CH2:2][CH2:3][CH2:4][CH2:5]1. The catalyst class is: 1.